This data is from Reaction yield outcomes from USPTO patents with 853,638 reactions. The task is: Predict the reaction yield, written as a fraction of the theoretical maximum amount of product (1.0 means a 100% yield; for example, 0.34 means a 34% yield). (1) The reactants are [F:1][CH:2]([F:23])[C:3]1[CH:4]=[CH:5][C:6](F)=[C:7]([CH:21]=1)[C:8]([NH:10][C:11]1[CH:16]=[CH:15][CH:14]=[C:13]([S:17](=[O:20])(=[O:19])[NH2:18])[CH:12]=1)=[O:9].[Cl:24][C:25]1[CH:30]=[C:29]([F:31])[CH:28]=[CH:27][C:26]=1[OH:32].C(=O)([O-])[O-].[Cs+].[Cs+]. The catalyst is CN1C(=O)CCC1.CO. The product is [Cl:24][C:25]1[CH:30]=[C:29]([F:31])[CH:28]=[CH:27][C:26]=1[O:32][C:6]1[CH:5]=[CH:4][C:3]([CH:2]([F:23])[F:1])=[CH:21][C:7]=1[C:8]([NH:10][C:11]1[CH:16]=[CH:15][CH:14]=[C:13]([S:17](=[O:20])(=[O:19])[NH2:18])[CH:12]=1)=[O:9]. The yield is 0.530. (2) The reactants are [CH3:1][O:2][C:3]1[CH:4]=[C:5]2[C:10](=[CH:11][C:12]=1[O:13][CH3:14])[N:9]=[CH:8][CH:7]=[C:6]2[O:15][C:16]1[C:22]([CH3:23])=[CH:21][C:19]([NH2:20])=[C:18]([CH3:24])[CH:17]=1.Cl[C:26](Cl)([O:28]C(=O)OC(Cl)(Cl)Cl)Cl.[CH3:37][CH2:38][CH:39]([OH:42])[CH2:40][CH3:41].C(=O)(O)[O-].[Na+]. The catalyst is C(Cl)Cl.C(N(CC)CC)C.C1(C)C=CC=CC=1. The product is [CH3:1][O:2][C:3]1[CH:4]=[C:5]2[C:10](=[CH:11][C:12]=1[O:13][CH3:14])[N:9]=[CH:8][CH:7]=[C:6]2[O:15][C:16]1[C:22]([CH3:23])=[CH:21][C:19]([NH:20][C:26](=[O:28])[O:42][CH:39]([CH2:40][CH3:41])[CH2:38][CH3:37])=[C:18]([CH3:24])[CH:17]=1. The yield is 0.740. (3) The reactants are [CH2:1]([O:3][C:4]([C:6]1[C:15]2[C:10](=[CH:11][C:12]([O:18][CH3:19])=[C:13]([O:16][CH3:17])[CH:14]=2)[CH2:9][CH2:8][N:7]=1)=[O:5])[CH3:2]. The catalyst is [Pd]. The product is [CH2:1]([O:3][C:4]([C:6]1[C:15]2[C:10](=[CH:11][C:12]([O:18][CH3:19])=[C:13]([O:16][CH3:17])[CH:14]=2)[CH:9]=[CH:8][N:7]=1)=[O:5])[CH3:2]. The yield is 0.980. (4) The reactants are [Cl:1][C:2]1[CH:7]=[CH:6][CH:5]=[CH:4][C:3]=1[C:8]1[C:12]([C:13]([OH:15])=O)=[C:11]([CH3:16])[O:10][N:9]=1.C(Cl)(=O)C(Cl)=O.C(N(CC)CC)C.[N:30]1([C:36]([O:38][C:39]([CH3:42])([CH3:41])[CH3:40])=[O:37])[CH2:35][CH2:34][NH:33][CH2:32][CH2:31]1. The catalyst is C(Cl)Cl.CN(C=O)C.CCOC(C)=O. The product is [Cl:1][C:2]1[CH:7]=[CH:6][CH:5]=[CH:4][C:3]=1[C:8]1[C:12]([C:13]([N:33]2[CH2:32][CH2:31][N:30]([C:36]([O:38][C:39]([CH3:42])([CH3:41])[CH3:40])=[O:37])[CH2:35][CH2:34]2)=[O:15])=[C:11]([CH3:16])[O:10][N:9]=1. The yield is 0.890. (5) The reactants are [CH:1]1([CH:7]2[N:11]([C:12]3[CH:17]=[CH:16][C:15]([C:18]4[CH:22]=[CH:21][O:20][N:19]=4)=[CH:14][CH:13]=3)[C:10](=[O:23])[C:9]([OH:24])=[C:8]2[C:25](=[O:36])[C:26]2[CH:31]=[CH:30][C:29]([C:32]([O:34]C)=[O:33])=[CH:28][CH:27]=2)[CH2:6][CH2:5][CH2:4][CH2:3][CH2:2]1.C1COCC1.[OH-].[Na+].Cl. The catalyst is O.C(OCC)(=O)C.CO. The product is [CH:1]1([CH:7]2[N:11]([C:12]3[CH:13]=[CH:14][C:15]([C:18]4[CH:22]=[CH:21][O:20][N:19]=4)=[CH:16][CH:17]=3)[C:10](=[O:23])[C:9]([OH:24])=[C:8]2[C:25](=[O:36])[C:26]2[CH:31]=[CH:30][C:29]([C:32]([OH:34])=[O:33])=[CH:28][CH:27]=2)[CH2:2][CH2:3][CH2:4][CH2:5][CH2:6]1. The yield is 0.880. (6) The reactants are [CH3:1][C:2]([CH3:28])([CH3:27])[CH2:3][CH:4]([NH:17][C:18]1[CH:26]=[CH:25][CH:24]=[CH:23][C:19]=1C(O)=O)[C:5]1[CH:9]=[C:8]([C:10]2[CH:15]=[CH:14][CH:13]=[CH:12][CH:11]=2)[O:7][C:6]=1[CH3:16].[CH3:29][NH:30][CH2:31][CH2:32][C:33]([O:35]CC)=[O:34].Cl.C(N=C=NCCCN(C)C)C.O.[OH:51][C:52]1C2N=NNC=2C=CC=1. The catalyst is CN(C)C=O.C(OCC)(=O)C.C(N(CC)CC)C. The product is [CH3:28][C:2]([CH3:1])([CH3:27])[CH2:3][CH:4]([NH:17][C:18]1[CH:19]=[CH:23][C:24]([C:52]([N:30]([CH3:29])[CH2:31][CH2:32][C:33]([OH:35])=[O:34])=[O:51])=[CH:25][CH:26]=1)[C:5]1[CH:9]=[C:8]([C:10]2[CH:15]=[CH:14][CH:13]=[CH:12][CH:11]=2)[O:7][C:6]=1[CH3:16]. The yield is 0.770. (7) The reactants are NN.[N:3]1([N:8]([C:18]2[CH:25]=[CH:24][C:21]([C:22]#[N:23])=[CH:20][CH:19]=2)[C:9]2[CH:14]=[CH:13][C:12]([N+:15]([O-])=O)=[CH:11][CH:10]=2)[CH:7]=[CH:6][N:5]=[CH:4]1. The catalyst is C(O)C.[Ru]. The product is [NH2:15][C:12]1[CH:11]=[CH:10][C:9]([N:8]([C:18]2[CH:25]=[CH:24][C:21]([C:22]#[N:23])=[CH:20][CH:19]=2)[N:3]2[CH:7]=[CH:6][N:5]=[CH:4]2)=[CH:14][CH:13]=1. The yield is 0.500.